This data is from Full USPTO retrosynthesis dataset with 1.9M reactions from patents (1976-2016). The task is: Predict the reactants needed to synthesize the given product. (1) Given the product [CH3:18][O:19][C:20](=[O:21])[C:22]1[CH:27]=[CH:26][C:25]([C:2]2[N:3]=[C:4]3[CH:10]=[C:9]([C:11]4[CH:16]=[CH:15][CH:14]=[CH:13][C:12]=4[Cl:17])[NH:8][C:5]3=[N:6][CH:7]=2)=[C:24]([CH3:37])[CH:23]=1, predict the reactants needed to synthesize it. The reactants are: Br[C:2]1[N:3]=[C:4]2[CH:10]=[C:9]([C:11]3[CH:16]=[CH:15][CH:14]=[CH:13][C:12]=3[Cl:17])[NH:8][C:5]2=[N:6][CH:7]=1.[CH3:18][O:19][C:20]([C:22]1[CH:27]=[CH:26][C:25](B2OC(C)(C)C(C)(C)O2)=[C:24]([CH3:37])[CH:23]=1)=[O:21]. (2) Given the product [NH2:1][C:2]1[N:3]([CH3:24])[C:4](=[O:23])[C:5]2([C:15]3[C:10](=[CH:11][CH:12]=[C:13]([C:27]4[CH:26]=[N:25][CH:30]=[CH:29][CH:28]=4)[CH:14]=3)[O:9][CH:8]([C:17]3[CH:22]=[CH:21][CH:20]=[CH:19][CH:18]=3)[CH2:7]2)[N:6]=1, predict the reactants needed to synthesize it. The reactants are: [NH2:1][C:2]1[N:3]([CH3:24])[C:4](=[O:23])[C:5]2([C:15]3[C:10](=[CH:11][CH:12]=[C:13](Br)[CH:14]=3)[O:9][CH:8]([C:17]3[CH:22]=[CH:21][CH:20]=[CH:19][CH:18]=3)[CH2:7]2)[N:6]=1.[N:25]1[CH:30]=[CH:29][CH:28]=[C:27](B(O)O)[CH:26]=1. (3) The reactants are: [NH2:1][C:2]([C:5]1[CH:6]=[C:7]([C:20]2[N:25]=[C:24]([CH3:26])[N:23]=[C:22]([N:27](CC3C=CC([O:44][CH3:45])=CC=3)CC3C=CC(OC)=CC=3)[N:21]=2)[C:8]([NH:11][C:12]2[CH:13]=[N:14][C:15]([O:18][CH3:19])=[CH:16][CH:17]=2)=[N:9][CH:10]=1)([CH3:4])[CH3:3].OS([C:50]([F:53])([F:52])[F:51])(=O)=O.[OH-:54].[Na+]. Given the product [F:51][C:50]([F:53])([F:52])[C:45]([OH:44])=[O:54].[NH2:1][C:2]([C:5]1[CH:6]=[C:7]([C:20]2[N:25]=[C:24]([CH3:26])[N:23]=[C:22]([NH2:27])[N:21]=2)[C:8]([NH:11][C:12]2[CH:13]=[N:14][C:15]([O:18][CH3:19])=[CH:16][CH:17]=2)=[N:9][CH:10]=1)([CH3:3])[CH3:4], predict the reactants needed to synthesize it. (4) Given the product [Br-:10].[CH3:1][N+:2]([CH3:3])=[C:14]1[C:13]([C:23]2[CH:28]=[CH:27][CH:26]=[CH:25][CH:24]=2)([C:17]2[CH:22]=[CH:21][CH:20]=[CH:19][CH:18]=2)[CH2:12][CH2:11][O:15]1, predict the reactants needed to synthesize it. The reactants are: [CH3:1][NH:2][CH3:3].C([O-])([O-])=O.[Na+].[Na+].[Br:10][CH2:11][CH2:12][C:13]([C:23]1[CH:28]=[CH:27][CH:26]=[CH:25][CH:24]=1)([C:17]1[CH:22]=[CH:21][CH:20]=[CH:19][CH:18]=1)[C:14](Cl)=[O:15].